This data is from Forward reaction prediction with 1.9M reactions from USPTO patents (1976-2016). The task is: Predict the product of the given reaction. (1) Given the reactants Cl[C:2]1[CH:3]=[N:4][C:5]([CH:8]([O:19][S:20]([CH3:23])(=[O:22])=[O:21])[C@H:9]2[CH2:14][CH2:13][C@H:12]([C:15]([O:17][CH3:18])=[O:16])[CH2:11][CH2:10]2)=[N:6][CH:7]=1.[F:24][CH:25]([F:49])[C:26]1[CH:31]=[CH:30][N:29]=[C:28]([NH:32][C:33]2[CH:38]=[C:37](B3OC(C)(C)C(C)(C)O3)[CH:36]=[C:35]([CH3:48])[CH:34]=2)[N:27]=1.CC(C1C=C(C(C)C)C(C2C=CC=CC=2P(C2CCCCC2)C2CCCCC2)=C(C(C)C)C=1)C, predict the reaction product. The product is: [F:49][CH:25]([F:24])[C:26]1[CH:31]=[CH:30][N:29]=[C:28]([NH:32][C:33]2[CH:38]=[C:37]([C:2]3[CH:3]=[N:4][C:5]([CH:8]([O:19][S:20]([CH3:23])(=[O:22])=[O:21])[C@H:9]4[CH2:14][CH2:13][C@H:12]([C:15]([O:17][CH3:18])=[O:16])[CH2:11][CH2:10]4)=[N:6][CH:7]=3)[CH:36]=[C:35]([CH3:48])[CH:34]=2)[N:27]=1. (2) Given the reactants Cl[C:2]1[C:7]([CH3:8])=[C:6]([Cl:9])[N:5]=[C:4]([C:10]2[CH:15]=[C:14]([O:16][CH3:17])[CH:13]=[CH:12][C:11]=2[C:18]([F:21])([F:20])[F:19])[N:3]=1.[CH3:22][C:23]1[C:27](B(O)O)=[C:26]([CH3:31])[O:25][N:24]=1.C([O-])([O-])=O.[Na+].[Na+], predict the reaction product. The product is: [Cl:9][C:6]1[N:5]=[C:4]([C:10]2[CH:15]=[C:14]([O:16][CH3:17])[CH:13]=[CH:12][C:11]=2[C:18]([F:21])([F:20])[F:19])[N:3]=[C:2]([C:27]2[C:23]([CH3:22])=[N:24][O:25][C:26]=2[CH3:31])[C:7]=1[CH3:8].